Dataset: NCI-60 drug combinations with 297,098 pairs across 59 cell lines. Task: Regression. Given two drug SMILES strings and cell line genomic features, predict the synergy score measuring deviation from expected non-interaction effect. (1) Drug 1: CC1C(C(CC(O1)OC2CC(CC3=C2C(=C4C(=C3O)C(=O)C5=C(C4=O)C(=CC=C5)OC)O)(C(=O)C)O)N)O.Cl. Drug 2: CC(C)(C#N)C1=CC(=CC(=C1)CN2C=NC=N2)C(C)(C)C#N. Cell line: HCT-15. Synergy scores: CSS=6.38, Synergy_ZIP=-3.09, Synergy_Bliss=-3.80, Synergy_Loewe=-10.7, Synergy_HSA=-5.64. (2) Drug 1: CNC(=O)C1=CC=CC=C1SC2=CC3=C(C=C2)C(=NN3)C=CC4=CC=CC=N4. Drug 2: C1=C(C(=O)NC(=O)N1)N(CCCl)CCCl. Cell line: UO-31. Synergy scores: CSS=27.2, Synergy_ZIP=-5.25, Synergy_Bliss=7.79, Synergy_Loewe=7.52, Synergy_HSA=7.78. (3) Drug 1: CC12CCC(CC1=CCC3C2CCC4(C3CC=C4C5=CN=CC=C5)C)O. Drug 2: CN1C(=O)N2C=NC(=C2N=N1)C(=O)N. Cell line: MDA-MB-231. Synergy scores: CSS=21.3, Synergy_ZIP=2.36, Synergy_Bliss=8.30, Synergy_Loewe=8.07, Synergy_HSA=8.57. (4) Drug 1: CN(C)C1=NC(=NC(=N1)N(C)C)N(C)C. Drug 2: CC(C)CN1C=NC2=C1C3=CC=CC=C3N=C2N. Cell line: NCI-H226. Synergy scores: CSS=-4.31, Synergy_ZIP=2.35, Synergy_Bliss=-2.05, Synergy_Loewe=-5.82, Synergy_HSA=-5.48. (5) Drug 1: C(=O)(N)NO. Drug 2: N.N.Cl[Pt+2]Cl. Cell line: SK-MEL-5. Synergy scores: CSS=50.2, Synergy_ZIP=-1.30, Synergy_Bliss=-2.75, Synergy_Loewe=-23.7, Synergy_HSA=-1.14.